This data is from Forward reaction prediction with 1.9M reactions from USPTO patents (1976-2016). The task is: Predict the product of the given reaction. The product is: [CH3:20][C:16]1[CH:17]=[CH:18][CH:19]=[C:7]([CH2:6][O:5][CH2:4][CH2:3][CH2:2][O:1][CH2:36][C:25]2[N:26]=[C:27]([C:29]3[CH:30]=[C:31]([CH3:35])[CH:32]=[CH:33][CH:34]=3)[O:28][C:24]=2[CH3:23])[C:8]=1[C:9]([OH:11])=[O:10]. Given the reactants [OH:1][CH2:2][CH2:3][CH2:4][O:5][CH2:6][C:7]1[CH:19]=[CH:18][CH:17]=[C:16]([CH3:20])[C:8]=1[C:9]([O:11]C(C)(C)C)=[O:10].[H-].[Na+].[CH3:23][C:24]1[O:28][C:27]([C:29]2[CH:30]=[C:31]([CH3:35])[CH:32]=[CH:33][CH:34]=2)=[N:26][C:25]=1[CH2:36]I.O, predict the reaction product.